From a dataset of Reaction yield outcomes from USPTO patents with 853,638 reactions. Predict the reaction yield, written as a fraction of the theoretical maximum amount of product (1.0 means a 100% yield; for example, 0.34 means a 34% yield). (1) The reactants are C(NC(C)C)(C)C.C([Li])CCC.[C:13]([C:15]1[CH:20]=[CH:19][C:18]([O:21][CH3:22])=[C:17]([F:23])[CH:16]=1)#[CH:14].Cl[C:25]([O:27][CH2:28][CH3:29])=[O:26]. The catalyst is O1CCCC1. The product is [F:23][C:17]1[CH:16]=[C:15]([C:13]#[C:14][C:25]([O:27][CH2:28][CH3:29])=[O:26])[CH:20]=[CH:19][C:18]=1[O:21][CH3:22]. The yield is 0.0630. (2) The reactants are [CH3:1][O:2][C:3]([C@H:6]1[CH2:11][CH2:10][C@H:9]([O:12]C2CCCCO2)[CH2:8][CH2:7]1)([CH3:5])[CH3:4].CC1C=CC(S(O)(=O)=O)=CC=1. The catalyst is CO. The product is [CH3:1][O:2][C:3]([C@H:6]1[CH2:7][CH2:8][C@H:9]([OH:12])[CH2:10][CH2:11]1)([CH3:5])[CH3:4]. The yield is 0.820. (3) The reactants are [C:1]1([C@H:7]([NH:9][C:10]([N:12]2[C:15](=[O:16])[C@@H:14]([S:17][C:18]3[CH:23]=[CH:22][CH:21]=[C:20]([N+:24]([O-])=O)[CH:19]=3)[C@H:13]2[C:27]([O:29][CH2:30][CH3:31])=[O:28])=[O:11])[CH3:8])[CH:6]=[CH:5][CH:4]=[CH:3][CH:2]=1.O.[Sn](Cl)(Cl)(Cl)Cl. The catalyst is C(OCC)(=O)C. The product is [C:1]1([C@H:7]([NH:9][C:10]([N:12]2[C:15](=[O:16])[C@@H:14]([S:17][C:18]3[CH:23]=[CH:22][CH:21]=[C:20]([NH2:24])[CH:19]=3)[C@H:13]2[C:27]([O:29][CH2:30][CH3:31])=[O:28])=[O:11])[CH3:8])[CH:2]=[CH:3][CH:4]=[CH:5][CH:6]=1. The yield is 0.630. (4) The reactants are Cl.[Cl:2][C:3]1[CH:4]=[C:5]([C:13]2[O:17][N:16]=[C:15]([C:18]3[C:28]4[CH2:27][CH2:26][NH:25][CH2:24][CH2:23][C:22]=4[CH:21]=[CH:20][CH:19]=3)[N:14]=2)[CH:6]=[CH:7][C:8]=1[O:9][CH:10]([CH3:12])[CH3:11].C(=O)([O-])[O-].[K+].[K+].Br[CH2:36][C:37]([O:39][C:40]([CH3:43])([CH3:42])[CH3:41])=[O:38]. The catalyst is C(Cl)Cl. The product is [Cl:2][C:3]1[CH:4]=[C:5]([C:13]2[O:17][N:16]=[C:15]([C:18]3[C:28]4[CH2:27][CH2:26][N:25]([CH2:36][C:37]([O:39][C:40]([CH3:43])([CH3:42])[CH3:41])=[O:38])[CH2:24][CH2:23][C:22]=4[CH:21]=[CH:20][CH:19]=3)[N:14]=2)[CH:6]=[CH:7][C:8]=1[O:9][CH:10]([CH3:11])[CH3:12]. The yield is 0.920. (5) The reactants are [F:1][C:2]1[C:12]([NH:13][CH2:14][C:15]2[CH:20]=[C:19]([CH3:21])[CH:18]=[C:17]([C:22]3[CH:27]=[CH:26][CH:25]=[C:24]([F:28])[CH:23]=3)[C:16]=2[F:29])=[C:11]([F:30])[CH:10]=[CH:9][C:3]=1[O:4][CH2:5][C:6]([OH:8])=[O:7].C([O-])([O-])=O.[Cs+].[Cs+].BrCC(O[CH:42]([CH3:44])[CH3:43])=O.O. The catalyst is CN(C=O)C. The product is [F:1][C:2]1[C:12]([NH:13][CH2:14][C:15]2[CH:20]=[C:19]([CH3:21])[CH:18]=[C:17]([C:22]3[CH:27]=[CH:26][CH:25]=[C:24]([F:28])[CH:23]=3)[C:16]=2[F:29])=[C:11]([F:30])[CH:10]=[CH:9][C:3]=1[O:4][CH2:5][C:6]([O:8][CH:42]([CH3:44])[CH3:43])=[O:7]. The yield is 0.810.